The task is: Predict the product of the given reaction.. This data is from Forward reaction prediction with 1.9M reactions from USPTO patents (1976-2016). (1) The product is: [Cl:13][C:5]1[CH:4]2[CH:9]([CH:10]=[CH:11][C:2]([N:15]([CH3:14])[CH2:16][C:17]3[CH:26]=[N:25][C:24]4[N:23]([CH3:27])[CH2:22][CH2:21][O:20][C:19]=4[CH:18]=3)=[CH:3]2)[C:8](=[O:12])[NH:7][N:6]=1. Given the reactants Br[C:2]1[CH:3]=[C:4]2[C:9](=[CH:10][CH:11]=1)[C:8](=[O:12])[NH:7][N:6]=[C:5]2[Cl:13].[CH3:14][NH:15][CH2:16][C:17]1[CH:26]=[N:25][C:24]2[N:23]([CH3:27])[CH2:22][CH2:21][O:20][C:19]=2[CH:18]=1.CC1(C)C2C(=C(P(C3C=CC=CC=3)C3C=CC=CC=3)C=CC=2)OC2C(P(C3C=CC=CC=3)C3C=CC=CC=3)=CC=CC1=2.CC([O-])(C)C.[Na+], predict the reaction product. (2) Given the reactants [Cl:1][C:2]1[CH:7]=[CH:6][C:5]([OH:8])=[CH:4][CH:3]=1.[CH3:9][C:10](O)([CH3:12])[CH3:11], predict the reaction product. The product is: [C:10]([C:6]1[CH:7]=[C:2]([Cl:1])[CH:3]=[CH:4][C:5]=1[OH:8])([CH3:12])([CH3:11])[CH3:9]. (3) Given the reactants [NH2:1][C@H:2]1[CH2:7][CH2:6][N:5]([C:8]([O:10][C:11]([CH3:14])([CH3:13])[CH3:12])=[O:9])[CH2:4][C@H:3]1[O:15][CH2:16][CH2:17][CH2:18][F:19].[Cl:20][C:21]1[N:22]=[C:23]([C:28](O)=[O:29])[NH:24][C:25]=1[CH2:26][CH3:27].CCN=C=NCCCN(C)C.Cl.C1C=CC2N(O)N=NC=2C=1, predict the reaction product. The product is: [Cl:20][C:21]1[N:22]=[C:23]([C:28]([NH:1][C@H:2]2[CH2:7][CH2:6][N:5]([C:8]([O:10][C:11]([CH3:12])([CH3:13])[CH3:14])=[O:9])[CH2:4][C@H:3]2[O:15][CH2:16][CH2:17][CH2:18][F:19])=[O:29])[NH:24][C:25]=1[CH2:26][CH3:27]. (4) Given the reactants [Br:1][C:2]1[CH:7]=[CH:6][C:5]([N+:8]([O-:10])=[O:9])=[C:4](F)[CH:3]=1.[NH2:12][C:13]1[CH:18]=[CH:17][CH:16]=[CH:15][CH:14]=1, predict the reaction product. The product is: [Br:1][C:2]1[CH:7]=[CH:6][C:5]([N+:8]([O-:10])=[O:9])=[C:4]([CH:3]=1)[NH:12][C:13]1[CH:18]=[CH:17][CH:16]=[CH:15][CH:14]=1. (5) The product is: [Cl:56][C:57]1[CH:62]=[CH:61][CH:60]=[CH:59][C:58]=1[N:63]1[CH2:68][CH2:67][N:66]([C:43]([NH:1][CH2:2][C:3]2[CH:33]=[CH:32][CH:31]=[C:5]([CH2:6][N:7]([CH2:20][C:21]3[CH:22]=[CH:23][C:24]([C:27]([F:29])([F:28])[F:30])=[CH:25][CH:26]=3)[S:8]([C:11]3[CH:16]=[C:15]([Cl:17])[CH:14]=[C:13]([Cl:18])[C:12]=3[OH:19])(=[O:9])=[O:10])[CH:4]=2)=[O:44])[CH2:65][CH2:64]1. Given the reactants [NH2:1][CH2:2][C:3]1[CH:4]=[C:5]([CH:31]=[CH:32][CH:33]=1)[CH2:6][N:7]([CH2:20][C:21]1[CH:26]=[CH:25][C:24]([C:27]([F:30])([F:29])[F:28])=[CH:23][CH:22]=1)[S:8]([C:11]1[CH:16]=[C:15]([Cl:17])[CH:14]=[C:13]([Cl:18])[C:12]=1[OH:19])(=[O:10])=[O:9].C(N(CC)C(C)C)(C)C.[C:43](N1C=CN=C1)(N1C=CN=C1)=[O:44].Cl.[Cl:56][C:57]1[CH:62]=[CH:61][CH:60]=[CH:59][C:58]=1[N:63]1[CH2:68][CH2:67][NH:66][CH2:65][CH2:64]1, predict the reaction product. (6) Given the reactants [Cl:1][C:2]1[CH:3]=[CH:4][C:5]2[CH2:11][N:10]([C@@H:12]3[CH2:16][CH2:15][NH:14][CH2:13]3)[CH2:9][C:8](=[O:17])[N:7]([CH2:18][CH3:19])[C:6]=2[CH:20]=1.C([O-])([O-])=O.[K+].[K+].Br[CH2:28][CH2:29][CH:30]=[C:31]1[C:37]2[CH:38]=[CH:39][CH:40]=[N:41][C:36]=2[CH2:35][O:34][C:33]2[CH:42]=[CH:43][C:44]([C:46]([OH:49])([CH3:48])[CH3:47])=[CH:45][C:32]1=2, predict the reaction product. The product is: [Cl:1][C:2]1[CH:3]=[CH:4][C:5]2[CH2:11][N:10]([C@@H:12]3[CH2:16][CH2:15][N:14]([CH2:28][CH2:29][CH:30]=[C:31]4[C:37]5[CH:38]=[CH:39][CH:40]=[N:41][C:36]=5[CH2:35][O:34][C:33]5[CH:42]=[CH:43][C:44]([C:46]([OH:49])([CH3:48])[CH3:47])=[CH:45][C:32]4=5)[CH2:13]3)[CH2:9][C:8](=[O:17])[N:7]([CH2:18][CH3:19])[C:6]=2[CH:20]=1.